From a dataset of Forward reaction prediction with 1.9M reactions from USPTO patents (1976-2016). Predict the product of the given reaction. (1) Given the reactants [Cl:1][C:2]1[CH:7]=[CH:6][C:5]([C:8]2[CH:9]=[N:10][CH:11]=[C:12]3[C:17]=2[N:16]=[C:15]([C:18]([OH:20])=O)[CH:14]=[CH:13]3)=[CH:4][CH:3]=1.C(N(CC)C(C)C)(C)C.F[P-](F)(F)(F)(F)F.N1(OC(N(C)C)=[N+](C)C)C2N=CC=CC=2N=N1.[CH3:54][S:55]([C:58]1[CH:59]=[C:60]([CH2:64][NH2:65])[CH:61]=[CH:62][CH:63]=1)(=[O:57])=[O:56], predict the reaction product. The product is: [Cl:1][C:2]1[CH:3]=[CH:4][C:5]([C:8]2[CH:9]=[N:10][CH:11]=[C:12]3[C:17]=2[N:16]=[C:15]([C:18]([NH:65][CH2:64][C:60]2[CH:61]=[CH:62][CH:63]=[C:58]([S:55]([CH3:54])(=[O:57])=[O:56])[CH:59]=2)=[O:20])[CH:14]=[CH:13]3)=[CH:6][CH:7]=1. (2) Given the reactants Cl[C:2]1[C:7]([C:8]#[N:9])=[C:6]([C:10]2[CH:15]=[CH:14][C:13]([O:16][CH2:17][CH2:18][OH:19])=[CH:12][CH:11]=2)[C:5]([C:20]#[N:21])=[C:4]([S:22][CH2:23][C:24]2[N:25]=[C:26]([C:29]3[CH:34]=[CH:33][C:32]([Cl:35])=[CH:31][CH:30]=3)[S:27][CH:28]=2)[N:3]=1.[F:36][C:37]([F:41])([F:40])[CH2:38][NH2:39], predict the reaction product. The product is: [Cl:35][C:32]1[CH:33]=[CH:34][C:29]([C:26]2[S:27][CH:28]=[C:24]([CH2:23][S:22][C:4]3[C:5]([C:20]#[N:21])=[C:6]([C:10]4[CH:11]=[CH:12][C:13]([O:16][CH2:17][CH2:18][OH:19])=[CH:14][CH:15]=4)[C:7]([C:8]#[N:9])=[C:2]([NH:39][CH2:38][C:37]([F:41])([F:40])[F:36])[N:3]=3)[N:25]=2)=[CH:30][CH:31]=1.